The task is: Regression. Given a peptide amino acid sequence and an MHC pseudo amino acid sequence, predict their binding affinity value. This is MHC class I binding data.. This data is from Peptide-MHC class I binding affinity with 185,985 pairs from IEDB/IMGT. (1) The peptide sequence is REDIWCGSL. The MHC is HLA-B40:01 with pseudo-sequence HLA-B40:01. The binding affinity (normalized) is 0.822. (2) The peptide sequence is AYIDNYNKF. The MHC is HLA-A03:01 with pseudo-sequence HLA-A03:01. The binding affinity (normalized) is 0.167. (3) The peptide sequence is YPSLMSRVV. The MHC is HLA-B07:02 with pseudo-sequence HLA-B07:02. The binding affinity (normalized) is 0.639. (4) The peptide sequence is NARGEDTQMR. The MHC is HLA-A11:01 with pseudo-sequence HLA-A11:01. The binding affinity (normalized) is 0. (5) The peptide sequence is SMYVIPDEL. The MHC is HLA-A02:06 with pseudo-sequence HLA-A02:06. The binding affinity (normalized) is 0.266. (6) The peptide sequence is LTPEKGWLST. The MHC is HLA-B27:05 with pseudo-sequence HLA-B27:05. The binding affinity (normalized) is 0. (7) The peptide sequence is IVRQRVIPV. The MHC is HLA-A02:03 with pseudo-sequence HLA-A02:03. The binding affinity (normalized) is 0.749.